This data is from Catalyst prediction with 721,799 reactions and 888 catalyst types from USPTO. The task is: Predict which catalyst facilitates the given reaction. (1) Reactant: [CH2:1]([C:5]1[N:9]([CH2:10][C:11]2[CH:16]=[CH:15][C:14]([C:17]3[CH:22]=[CH:21][CH:20]=[CH:19][C:18]=3[C:23]#[N:24])=[CH:13][CH:12]=2)[C:8](=[O:25])[C:7]2([CH2:29][CH2:28][CH2:27][CH2:26]2)[N:6]=1)[CH2:2][CH2:3][CH3:4].[N-:30]=[N+:31]=[N-:32].[Na+].Cl.Cl.N1CCNCC1.[OH-].[Na+]. Product: [CH3:4][CH2:3][CH2:2][CH2:1][C:5]1[N:9]([CH2:10][C:11]2[CH:16]=[CH:15][C:14]([C:17]3[CH:22]=[CH:21][CH:20]=[CH:19][C:18]=3[C:23]3[N:32]=[N:31][NH:30][N:24]=3)=[CH:13][CH:12]=2)[C:8](=[O:25])[C:7]2([CH2:26][CH2:27][CH2:28][CH2:29]2)[N:6]=1. The catalyst class is: 35. (2) Reactant: [Br:1][C:2]1[CH:3]=[CH:4][C:5]([N:8]2[CH:12]=[C:11]([C:13]([O:15]C)=[O:14])[N:10]=[N:9]2)=[N:6][CH:7]=1.CO.O. Product: [Br:1][C:2]1[CH:3]=[CH:4][C:5]([N:8]2[CH:12]=[C:11]([C:13]([OH:15])=[O:14])[N:10]=[N:9]2)=[N:6][CH:7]=1. The catalyst class is: 7.